Predict the product of the given reaction. From a dataset of Forward reaction prediction with 1.9M reactions from USPTO patents (1976-2016). (1) Given the reactants [CH:1]1([CH2:7][C@H:8]([N:12]2[CH2:16][C:15]([O:17][C:18]3[CH:19]=[N:20][C:21]([CH3:24])=[CH:22][CH:23]=3)=[CH:14][C:13]2=[O:25])[C:9]([OH:11])=O)[CH2:6][CH2:5][CH2:4][CH2:3][CH2:2]1.Cl.[CH3:27]N(C)CCCN=C=NCC.C(N(CC)C(C)C)(C)C.ON1C2C=CC=CC=2N=N1.Cl.[OH:58][C@@H:59]([CH2:89]O)[CH2:60][N:61]1[CH:65]=[CH:64][C:63]([NH:66]C(=O)[C@@H](N2CC(OC3C=CC=C(Cl)C=3Cl)=CC2=O)CC(C)C)=[N:62]1, predict the reaction product. The product is: [CH:1]1([CH2:7][C@H:8]([N:12]2[CH2:16][C:15]([O:17][C:18]3[CH:19]=[N:20][C:21]([CH3:24])=[CH:22][CH:23]=3)=[CH:14][C:13]2=[O:25])[C:9]([NH:66][C:63]2[CH:64]=[CH:65][N:61]([CH2:60][C:59]([OH:58])([CH3:89])[CH3:27])[N:62]=2)=[O:11])[CH2:6][CH2:5][CH2:4][CH2:3][CH2:2]1. (2) The product is: [OH:1][C:2]1[CH:7]=[CH:6][C:5]([N:8]=[N:9][C:10]2[CH:15]=[CH:14][C:13]([S:16]([CH3:19])(=[O:18])=[O:17])=[CH:12][CH:11]=2)=[C:4]([CH3:20])[CH:3]=1. Given the reactants [OH:1][C:2]1[CH:7]=[CH:6][C:5]([N:8]=[N:9][C:10]2[CH:15]=[CH:14][C:13]([S:16]([CH3:19])(=[O:18])=[O:17])=[CH:12][CH:11]=2)=[CH:4][CH:3]=1.[CH:20]1C(O)=CC=CC=1C.[OH-].[K+].CC(O)=O, predict the reaction product. (3) Given the reactants Cl[C:2]1[C:3]([C:14]2[C:15]([NH2:20])=[N:16][CH:17]=[CH:18][CH:19]=2)=[CH:4][C:5]([C:8]2[CH:9]=[N:10][CH:11]=[CH:12][CH:13]=2)=[N:6][CH:7]=1.CC(C)([O-])C.[K+], predict the reaction product. The product is: [N:10]1[CH:11]=[CH:12][CH:13]=[C:8]([C:5]2[CH:4]=[C:3]3[C:14]4[C:15](=[N:16][CH:17]=[CH:18][CH:19]=4)[NH:20][C:2]3=[CH:7][N:6]=2)[CH:9]=1. (4) Given the reactants [H-].[Na+].[Si:3]([O:10][CH2:11][C@H:12]1[O:17][C@:16]([C:20]2[CH:25]=[CH:24][C:23]([Cl:26])=[C:22]([CH2:27][C:28]3[CH:33]=[CH:32][C:31]([O:34][CH2:35][CH:36]([F:38])[F:37])=[CH:30][CH:29]=3)[CH:21]=2)([O:18][CH3:19])[C@H:15]([OH:39])[C@@H:14]([OH:40])[C@@H:13]1[OH:41])([C:6]([CH3:9])([CH3:8])[CH3:7])([CH3:5])[CH3:4].[CH2:42](Br)[C:43]1[CH:48]=[CH:47][CH:46]=[CH:45][CH:44]=1, predict the reaction product. The product is: [CH2:42]([O:41][C@H:13]1[C@H:14]([O:40][CH2:27][C:28]2[CH:33]=[CH:32][CH:31]=[CH:30][CH:29]=2)[C@@H:15]([O:39][CH2:16][C:20]2[CH:25]=[CH:24][CH:23]=[CH:22][CH:21]=2)[C@@:16]([C:20]2[CH:25]=[CH:24][C:23]([Cl:26])=[C:22]([CH2:27][C:28]3[CH:29]=[CH:30][C:31]([O:34][CH2:35][CH:36]([F:38])[F:37])=[CH:32][CH:33]=3)[CH:21]=2)([O:18][CH3:19])[O:17][C@@H:12]1[CH2:11][O:10][Si:3]([C:6]([CH3:8])([CH3:9])[CH3:7])([CH3:5])[CH3:4])[C:43]1[CH:48]=[CH:47][CH:46]=[CH:45][CH:44]=1. (5) Given the reactants [CH3:1][C:2]1([N:15]2[CH2:20][CH2:19][C:18](=O)[CH2:17][CH2:16]2)[CH2:7][CH2:6][N:5]([C:8]([O:10][C:11]([CH3:14])([CH3:13])[CH3:12])=[O:9])[CH2:4][CH2:3]1.[C@@H:22]1([NH2:29])[CH2:27][CH2:26][CH2:25][CH2:24][C@H:23]1[NH2:28].C(O[BH-](OC(=O)C)OC(=O)C)(=O)C.[Na+].C([O-])(O)=O.[Na+], predict the reaction product. The product is: [NH2:28][C@@H:23]1[CH2:24][CH2:25][CH2:26][CH2:27][C@H:22]1[NH:29][CH:18]1[CH2:19][CH2:20][N:15]([C:2]2([CH3:1])[CH2:3][CH2:4][N:5]([C:8]([O:10][C:11]([CH3:14])([CH3:13])[CH3:12])=[O:9])[CH2:6][CH2:7]2)[CH2:16][CH2:17]1. (6) The product is: [C:41]([NH:1][CH2:2][CH2:3][N:4]1[C:13]2[C:8](=[N:9][CH:10]=[C:11]([CH2:14][C:15]3[CH:16]=[CH:17][C:18]([F:21])=[CH:19][CH:20]=3)[CH:12]=2)[C:7]([OH:22])=[C:6]([C:23]([NH:25][CH2:26][CH2:27][O:28][CH2:29][CH3:30])=[O:24])[C:5]1=[O:31])(=[O:43])[CH3:42]. Given the reactants [NH2:1][CH2:2][CH2:3][N:4]1[C:13]2[C:8](=[N:9][CH:10]=[C:11]([CH2:14][C:15]3[CH:20]=[CH:19][C:18]([F:21])=[CH:17][CH:16]=3)[CH:12]=2)[C:7]([OH:22])=[C:6]([C:23]([NH:25][CH2:26][CH2:27][O:28][CH2:29][CH3:30])=[O:24])[C:5]1=[O:31].C(N(C(C)C)CC)(C)C.[C:41](OC(=O)C)(=[O:43])[CH3:42].O, predict the reaction product.